Dataset: NCI-60 drug combinations with 297,098 pairs across 59 cell lines. Task: Regression. Given two drug SMILES strings and cell line genomic features, predict the synergy score measuring deviation from expected non-interaction effect. Synergy scores: CSS=12.8, Synergy_ZIP=-7.43, Synergy_Bliss=2.92, Synergy_Loewe=-12.9, Synergy_HSA=0.262. Cell line: MALME-3M. Drug 1: C1=CC=C(C=C1)NC(=O)CCCCCCC(=O)NO. Drug 2: C1=CN(C=N1)CC(O)(P(=O)(O)O)P(=O)(O)O.